Dataset: Reaction yield outcomes from USPTO patents with 853,638 reactions. Task: Predict the reaction yield, written as a fraction of the theoretical maximum amount of product (1.0 means a 100% yield; for example, 0.34 means a 34% yield). (1) The reactants are [Cl:1][C:2]1[CH:7]=[CH:6][C:5]([C:8]2[N:12]([C:13]3[CH:18]=[CH:17][C:16]([O:19][CH3:20])=[CH:15][CH:14]=3)[N:11]=[C:10]([CH2:21][CH2:22][C:23]([OH:25])=[O:24])[CH:9]=2)=[CH:4][CH:3]=1.[CH2:26](O)[CH3:27].OS(O)(=O)=O.CCCCCC. The catalyst is CO.C(OC(=O)C)C. The product is [CH2:26]([O:24][C:23](=[O:25])[CH2:22][CH2:21][C:10]1[CH:9]=[C:8]([C:5]2[CH:4]=[CH:3][C:2]([Cl:1])=[CH:7][CH:6]=2)[N:12]([C:13]2[CH:18]=[CH:17][C:16]([O:19][CH3:20])=[CH:15][CH:14]=2)[N:11]=1)[CH3:27]. The yield is 0.850. (2) The reactants are [NH2:1][C:2]1[N:3]=[C:4]([NH:16][CH:17]2[CH2:22][CH2:21][NH:20][CH2:19][CH2:18]2)[S:5][C:6]=1[C:7]([C:9]1[CH:14]=[CH:13][CH:12]=[C:11]([F:15])[CH:10]=1)=[O:8].[C:23](Cl)(=[O:25])[CH3:24]. The catalyst is O1CCCC1.C(Cl)(Cl)Cl.N1C=CC=CC=1.C(Cl)Cl. The product is [NH2:1][C:2]1[N:3]=[C:4]([NH:16][CH:17]2[CH2:22][CH2:21][N:20]([C:23](=[O:25])[CH3:24])[CH2:19][CH2:18]2)[S:5][C:6]=1[C:7](=[O:8])[C:9]1[CH:14]=[CH:13][CH:12]=[C:11]([F:15])[CH:10]=1. The yield is 0.300. (3) The reactants are [CH3:1][O:2][C:3]1[CH:8]=[CH:7][C:6]([CH2:9][CH2:10][CH2:11][CH:12](O)[C:13]#[CH:14])=[CH:5][CH:4]=1.C1C=CC(P(C2C=CC=CC=2)C2C=CC=CC=2)=CC=1.[C:35]1(=[O:45])[NH:39][C:38](=[O:40])[C:37]2=[CH:41][CH:42]=[CH:43][CH:44]=[C:36]12.CCOC(/N=N/C(OCC)=O)=O. The catalyst is C1COCC1. The product is [CH3:1][O:2][C:3]1[CH:8]=[CH:7][C:6]([CH2:9][CH2:10][CH2:11][CH:12]([N:39]2[C:35](=[O:45])[C:36]3[C:37](=[CH:41][CH:42]=[CH:43][CH:44]=3)[C:38]2=[O:40])[C:13]#[CH:14])=[CH:5][CH:4]=1. The yield is 0.630. (4) The reactants are C(O[C:4]([C:6]1[C:14]([O:15][CH3:16])=[C:13]([O:17][CH3:18])[CH:12]=[CH:11][C:7]=1[C:8]([OH:10])=O)=[O:5])C.[CH2:19]([NH:24][CH2:25][C:26]([O:28][CH2:29][CH3:30])=[O:27])[C:20]([CH3:23])([CH3:22])[CH3:21].Cl.C(N=C=NCCCN(C)C)C.C(O)C.[O-]CC.[Na+].Cl. The catalyst is CN(C)C=O.O. The product is [CH3:16][O:15][C:14]1[C:13]([O:17][CH3:18])=[CH:12][CH:11]=[C:7]2[C:6]=1[C:4]([OH:5])=[C:25]([C:26]([O:28][CH2:29][CH3:30])=[O:27])[N:24]([CH2:19][C:20]([CH3:21])([CH3:22])[CH3:23])[C:8]2=[O:10]. The yield is 0.506.